From a dataset of B-cell epitopes from IEDB database with 3,159 antigens for binding position prediction. Token-level Classification. Given an antigen amino acid sequence, predict which amino acid positions are active epitope sites capable of antibody binding. Output is a list of indices for active positions. Given the antigen sequence: MASPCLIAVLVFLCAIVSCYSDNPIDSCWRGDSNWDQNRMKLADCAVGFGSSTMGGKGGDFYTVTSTDDNPVNPTPGTLRYGATREKALWIIFSQNMNIKLKMPLYVAGHKTIDGRGADVHLGNGGPCLFMRKVSHVILHSLHIHGCNTSVLGDVLVSESIGVEPVHAQDGDAITMRNVTNAWIDHNSLSDCSDGLIDVTLGSTGITISNNHFFNHHKVMLLGHDDTYDDDKSMKVTVAFNQFGPNAGQRMPRARYGLVHVANNNYDPWNIYAIGGSSNPTILSEGNSFTAPSESYKKEVTKRIGCESPSACANWVWRSTRDAFINGAYFVSSGKTEETNIYNSNEAFKVENGNAAPQLTKNAGVVT, which amino acid positions are active epitope sites? The epitope positions are: [126, 127, 128, 129, 130, 131, 132, 133, 134, 135, 136, 137, 138]. The amino acids at these positions are: PCLFMRKVSHVIL.